This data is from Full USPTO retrosynthesis dataset with 1.9M reactions from patents (1976-2016). The task is: Predict the reactants needed to synthesize the given product. (1) Given the product [CH3:24][O:23][C:21]1[CH:20]=[CH:19][C:18]2=[C:17]([CH:22]=1)[NH:16][C:14](=[O:15])[C@@H:13]([CH3:38])[NH:12][C:10](=[O:11])[CH2:9][NH:8][C:30](=[O:31])[CH2:29][CH2:28][CH2:27][CH:26]=[CH:25]2, predict the reactants needed to synthesize it. The reactants are: C(OC([NH:8][CH2:9][C:10]([NH:12][C@H:13]([CH3:38])[C:14]([NH:16][C:17]1[CH:22]=[C:21]([O:23][CH3:24])[CH:20]=[CH:19][C:18]=1/[CH:25]=[CH:26]/[CH2:27][CH2:28][CH2:29][C:30](OCC(Cl)(Cl)Cl)=[O:31])=[O:15])=[O:11])=O)(C)(C)C.FC(F)(F)C(O)=O. (2) Given the product [CH3:1][O:2][C:3](=[O:30])[CH:4]([C:9]1[C:14]([CH3:15])=[CH:13][C:12]([CH2:34][CH3:35])=[C:11]([CH:17]2[CH2:19][CH2:18]2)[C:10]=1[C:20]1[CH:21]=[C:22]2[C:27](=[CH:28][CH:29]=1)[O:26][CH2:25][CH2:24][CH2:23]2)[O:5][CH:6]1[CH2:8][CH2:7]1, predict the reactants needed to synthesize it. The reactants are: [CH3:1][O:2][C:3](=[O:30])[CH:4]([C:9]1[C:14]([CH3:15])=[CH:13][C:12](I)=[C:11]([CH:17]2[CH2:19][CH2:18]2)[C:10]=1[C:20]1[CH:21]=[C:22]2[C:27](=[CH:28][CH:29]=1)[O:26][CH2:25][CH2:24][CH2:23]2)[O:5][CH:6]1[CH2:8][CH2:7]1.ClCCl.[CH2:34]([Zn]CC)[CH3:35].C1(C)C=CC=CC=1.C(OC(C1C(C)=CC=C(OCC2C=CC=CC=2)C=1C1C=CC2OCCCC=2C=1)C(OC)=O)(C)(C)C. (3) The reactants are: Cl[CH2:2][C:3]1[CH:22]=[CH:21][C:6]([O:7][CH2:8][C:9]2[N:10]=[C:11]([C:15]3[CH:20]=[CH:19][CH:18]=[CH:17][CH:16]=3)[O:12][C:13]=2[CH3:14])=[CH:5][CH:4]=1.[SH:23][C:24]1[CH:29]=[CH:28][C:27]([CH2:30][CH2:31][C:32]([OH:34])=[O:33])=[CH:26][CH:25]=1.C(N(CC)CC)C.Cl. Given the product [CH3:14][C:13]1[O:12][C:11]([C:15]2[CH:20]=[CH:19][CH:18]=[CH:17][CH:16]=2)=[N:10][C:9]=1[CH2:8][O:7][C:6]1[CH:21]=[CH:22][C:3]([CH2:2][S:23][C:24]2[CH:25]=[CH:26][C:27]([CH2:30][CH2:31][C:32]([OH:34])=[O:33])=[CH:28][CH:29]=2)=[CH:4][CH:5]=1, predict the reactants needed to synthesize it.